This data is from Full USPTO retrosynthesis dataset with 1.9M reactions from patents (1976-2016). The task is: Predict the reactants needed to synthesize the given product. (1) Given the product [C:20]([O:19][C:17]([N:12]1[CH2:11][CH2:10][C:9]2[C:14](=[CH:15][CH:16]=[C:7]([NH:6][C:34]([NH:33][C:28]3[CH:29]=[CH:30][CH:31]=[CH:32][C:27]=3[O:26][CH2:24][CH3:25])=[O:35])[CH:8]=2)[CH2:13]1)=[O:18])([CH3:23])([CH3:22])[CH3:21], predict the reactants needed to synthesize it. The reactants are: O1CCCC1.[NH2:6][C:7]1[CH:8]=[C:9]2[C:14](=[CH:15][CH:16]=1)[CH2:13][N:12]([C:17]([O:19][C:20]([CH3:23])([CH3:22])[CH3:21])=[O:18])[CH2:11][CH2:10]2.[CH2:24]([O:26][C:27]1[CH:32]=[CH:31][CH:30]=[CH:29][C:28]=1[N:33]=[C:34]=[O:35])[CH3:25]. (2) Given the product [N:11]1[CH:16]=[CH:15][C:14]([CH2:17][CH2:18][CH:19]=[O:20])=[CH:13][CH:12]=1, predict the reactants needed to synthesize it. The reactants are: C(Cl)(=O)C(Cl)=O.CS(C)=O.[N:11]1[CH:16]=[CH:15][C:14]([CH2:17][CH2:18][CH2:19][OH:20])=[CH:13][CH:12]=1.C([O-])(O)=O.[Na+]. (3) Given the product [NH2:29][C:28]1[N:27]2[N:46]=[CH:47][C:48]([C:49]3[CH:50]=[N:51][C:52]([C:55]4[CH:60]=[CH:59][CH:58]=[CH:57][CH:56]=4)=[CH:53][CH:54]=3)=[C:26]2[N:25]=[C:24]([CH:61]2[CH2:66][CH2:65][NH:64][CH2:63][CH2:62]2)[C:23]=1[C:20](=[O:22])[CH2:21][OH:10], predict the reactants needed to synthesize it. The reactants are: OOS([O-])=O.[K+].FC(F)(F)C(OC(=O)C(F)(F)F)=[O:10].[C:20]([C:23]1[C:24]([CH:61]2[CH2:66][CH2:65][N:64](C(OC(C)(C)C)=O)[CH2:63][CH2:62]2)=[N:25][C:26]2[N:27]([N:46]=[CH:47][C:48]=2[C:49]2[CH:50]=[N:51][C:52]([C:55]3[CH:60]=[CH:59][CH:58]=[CH:57][CH:56]=3)=[CH:53][CH:54]=2)[C:28]=1[N:29](COCC[Si](C)(C)C)COCC[Si](C)(C)C)(=[O:22])[CH3:21].C1(I)C=CC=CC=1. (4) The reactants are: [F:1][C:2]([F:14])([F:13])[C:3]1[S:4][CH:5]=[C:6]([C:8](OCC)=[O:9])[N:7]=1.[H-].[H-].[H-].[H-].[Li+].[Al+3]. Given the product [F:14][C:2]([F:1])([F:13])[C:3]1[S:4][CH:5]=[C:6]([CH2:8][OH:9])[N:7]=1, predict the reactants needed to synthesize it. (5) Given the product [Cl:44][C:41]1[CH:42]=[CH:43][C:36]([OH:35])=[C:37]([CH:40]=1)[CH2:38][NH:3][CH2:4][CH2:5][CH2:6][CH2:7][CH2:8][CH2:9][CH2:10][CH2:11][CH2:12][N:13]1[CH2:18][CH2:17][CH:16]([O:19][C:20](=[O:34])[NH:21][C:22]2[CH:27]=[CH:26][CH:25]=[CH:24][C:23]=2[C:28]2[CH:33]=[CH:32][CH:31]=[CH:30][CH:29]=2)[CH2:15][CH2:14]1, predict the reactants needed to synthesize it. The reactants are: Cl.Cl.[NH2:3][CH2:4][CH2:5][CH2:6][CH2:7][CH2:8][CH2:9][CH2:10][CH2:11][CH2:12][N:13]1[CH2:18][CH2:17][CH:16]([O:19][C:20](=[O:34])[NH:21][C:22]2[CH:27]=[CH:26][CH:25]=[CH:24][C:23]=2[C:28]2[CH:33]=[CH:32][CH:31]=[CH:30][CH:29]=2)[CH2:15][CH2:14]1.[OH:35][C:36]1[CH:43]=[CH:42][C:41]([Cl:44])=[CH:40][C:37]=1[CH:38]=O. (6) The reactants are: Br[C:2]1[CH:3]=[CH:4][CH:5]=[C:6]2[C:10]=1[N:9]([S:11]([C:14]1[CH:19]=[CH:18][C:17](C)=[CH:16][CH:15]=1)(=[O:13])=[O:12])[CH:8]=[C:7]2CCN(C)C.[C:26]([O-])(=O)C.[K+].[CH3:31][C:32]([N:34]([CH3:36])[CH3:35])=O. Given the product [CH3:26][C:3]1[CH:4]=[CH:5][C:6]2[C:7]3[C:15]4[CH:16]=[CH:17][C:18]([CH2:31][CH2:32][N:34]([CH3:36])[CH3:35])=[CH:19][C:14]=4[S:11](=[O:13])(=[O:12])[N:9]([C:10]=2[CH:2]=1)[CH:8]=3, predict the reactants needed to synthesize it. (7) Given the product [N:1]1[C:10]2[C:5](=[CH:6][CH:7]=[CH:8][CH:9]=2)[N:4]=[CH:3][C:2]=1[O:11][CH2:16][C:15]([O:14][CH2:12][CH3:13])=[O:18], predict the reactants needed to synthesize it. The reactants are: [N:1]1[C:10]2[C:5](=[CH:6][CH:7]=[CH:8][CH:9]=2)[N:4]=[CH:3][C:2]=1[OH:11].[CH2:12]([O:14][C:15](=[O:18])[CH2:16]Cl)[CH3:13].